Dataset: Forward reaction prediction with 1.9M reactions from USPTO patents (1976-2016). Task: Predict the product of the given reaction. (1) The product is: [CH:1]([C:4]1[CH:5]=[C:6]([C:12]([NH:15][C:16]2[CH:17]=[C:18]([CH:24]=[CH:25][CH:26]=2)[C:19]([O:21][CH2:22][CH3:23])=[O:20])=[O:14])[O:7][C:8]=1[CH:9]([CH3:10])[CH3:11])([CH3:2])[CH3:3]. Given the reactants [CH:1]([C:4]1[CH:5]=[C:6]([C:12]([OH:14])=O)[O:7][C:8]=1[CH:9]([CH3:11])[CH3:10])([CH3:3])[CH3:2].[NH2:15][C:16]1[CH:17]=[C:18]([CH:24]=[CH:25][CH:26]=1)[C:19]([O:21][CH2:22][CH3:23])=[O:20], predict the reaction product. (2) Given the reactants [C:1]([O:5][C:6]([N:8]1[CH2:13][CH2:12][C:11]([C:15]2[NH:16][CH:17]=[C:18]([C:20]3[CH:25]=[CH:24][C:23]([F:26])=[C:22]([CH3:27])[CH:21]=3)[N:19]=2)([OH:14])[CH2:10][CH2:9]1)=[O:7])([CH3:4])([CH3:3])[CH3:2].N1C=CN=C1.[C:33]([Si:37](Cl)([CH3:39])[CH3:38])([CH3:36])([CH3:35])[CH3:34].O, predict the reaction product. The product is: [C:1]([O:5][C:6]([N:8]1[CH2:13][CH2:12][C:11]([O:14][Si:37]([C:33]([CH3:36])([CH3:35])[CH3:34])([CH3:39])[CH3:38])([C:15]2[NH:16][CH:17]=[C:18]([C:20]3[CH:25]=[CH:24][C:23]([F:26])=[C:22]([CH3:27])[CH:21]=3)[N:19]=2)[CH2:10][CH2:9]1)=[O:7])([CH3:4])([CH3:3])[CH3:2]. (3) Given the reactants [Cl:1][C:2]1[CH:3]=[C:4]([S:8]([NH:11][C:12]2[CH:13]=[C:14]([CH:29]=[CH:30][CH:31]=2)[C:15]([NH:17][C:18]2[CH:26]=[CH:25][C:21]([C:22]([OH:24])=[O:23])=[C:20]([O:27][CH3:28])[CH:19]=2)=[O:16])(=[O:10])=[O:9])[CH:5]=[CH:6][CH:7]=1.Cl[C:33]1C=C(S(Cl)(=O)=O)C=C[CH:38]=1, predict the reaction product. The product is: [CH2:33]([O:23][C:22](=[O:24])[C:21]1[CH:25]=[CH:26][C:18]([NH:17][C:15](=[O:16])[C:14]2[CH:29]=[CH:30][CH:31]=[C:12]([NH:11][S:8]([C:4]3[CH:5]=[CH:6][CH:7]=[C:2]([Cl:1])[CH:3]=3)(=[O:9])=[O:10])[CH:13]=2)=[CH:19][C:20]=1[O:27][CH3:28])[CH3:38]. (4) The product is: [CH3:3][N:2]([N:4]=[N:5][C:6]1[CH:10]=[C:9]([N+:20]([O-:22])=[O:21])[S:8][C:7]=1[C:11]([O:13][CH3:14])=[O:12])[CH3:1]. Given the reactants [CH3:1][N:2]([N:4]=[N:5][C:6]1[CH:10]=[CH:9][S:8][C:7]=1[C:11]([O:13][CH3:14])=[O:12])[CH3:3].S(=O)(=O)(O)O.[N+:20]([O-])([OH:22])=[O:21].[OH-].[NH4+], predict the reaction product. (5) Given the reactants [N:1]1([CH2:6][C:7]2[CH:35]=[CH:34][C:10]([CH2:11][N:12]3[CH:20]=[C:19]4[C:14]([N:15]=[C:16]([C:32]#[N:33])[N:17]=[C:18]4[NH:21][CH2:22][C:23]4[C:28]([Cl:29])=[CH:27][CH:26]=[C:25]([OH:30])[C:24]=4[F:31])=[N:13]3)=[CH:9][CH:8]=2)[CH:5]=[CH:4][CH:3]=[N:2]1.Cl[C:37]1C(CNC2C3C(=NN(CC4C=CC(C(N5C=CC=N5)C)=CC=4)C=3)N=C(C#N)N=2)=C(F)C(O)=CC=1, predict the reaction product. The product is: [N:1]1([CH2:6][C:7]2[CH:35]=[CH:34][C:10]([CH2:11][N:12]3[CH:20]=[C:19]4[C:14]([N:15]=[C:16]([C:32]#[N:33])[N:17]=[C:18]4[NH:21][CH2:22][C:23]4[C:28]([Cl:29])=[CH:27][CH:26]=[C:25]([O:30][CH3:37])[C:24]=4[F:31])=[N:13]3)=[CH:9][CH:8]=2)[CH:5]=[CH:4][CH:3]=[N:2]1.